Dataset: Forward reaction prediction with 1.9M reactions from USPTO patents (1976-2016). Task: Predict the product of the given reaction. (1) Given the reactants Br[C:2]1[CH:3]=[C:4]2[C:14](=[CH:15][CH:16]=1)[C@:7]1([O:11][C:10](=[O:12])[NH:9][C:8]1=[O:13])[CH2:6][CH2:5]2.Br[CH2:18][C:19]([N:21]([CH:30]1[CH2:35][CH2:34][C:33](=[CH:36][C:37]([O:39][C:40]([CH3:43])([CH3:42])[CH3:41])=[O:38])[CH2:32][CH2:31]1)[CH2:22][C:23]1[CH:28]=[CH:27][C:26]([F:29])=[CH:25][CH:24]=1)=[O:20].BrCC(N(CC1C=CC(F)=CC=1)[C@@H](C)C(F)(F)F)=O, predict the reaction product. The product is: [O:12]=[C:10]1[N:9]([CH2:18][C:19]([N:21]([CH:30]2[CH2:35][CH2:34][C:33](=[CH:36][C:37]([O:39][C:40]([CH3:43])([CH3:42])[CH3:41])=[O:38])[CH2:32][CH2:31]2)[CH2:22][C:23]2[CH:28]=[CH:27][C:26]([F:29])=[CH:25][CH:24]=2)=[O:20])[C:8](=[O:13])[C@@:7]2([C:14]3[C:4](=[CH:3][CH:2]=[CH:16][CH:15]=3)[CH2:5][CH2:6]2)[O:11]1. (2) The product is: [NH2:9][CH:8]([C:3]1([N:2]([CH3:10])[CH3:1])[CH2:7][CH2:6][CH2:5][CH2:4]1)[CH:11]([CH3:13])[CH3:12]. Given the reactants [CH3:1][N:2]([CH3:10])[C:3]1([C:8]#[N:9])[CH2:7][CH2:6][CH2:5][CH2:4]1.[CH:11]([Li])([CH3:13])[CH3:12].[BH4-].[Li+].C(=O)([O-])O.[Na+], predict the reaction product. (3) Given the reactants C(OC(=O)[NH:7][CH:8]1[CH2:13][CH2:12][N:11]([CH2:14][CH2:15][N:16]2[C:25]3[C:20](=[CH:21][C:22]([O:28][CH3:29])=[C:23]([O:26][CH3:27])[CH:24]=3)[N:19]=[CH:18][C:17]2=[O:30])[CH2:10][CH2:9]1)(C)(C)C.FC(F)(F)C(O)=O.NC1CCN(CCN2C3C(=CC=C(F)C=3)N=CC2=O)CC1, predict the reaction product. The product is: [NH2:7][CH:8]1[CH2:13][CH2:12][N:11]([CH2:14][CH2:15][N:16]2[C:25]3[C:20](=[CH:21][C:22]([O:28][CH3:29])=[C:23]([O:26][CH3:27])[CH:24]=3)[N:19]=[CH:18][C:17]2=[O:30])[CH2:10][CH2:9]1. (4) The product is: [Cl:19][C:14]1[CH:13]=[C:12]([CH:4]([CH2:5][CH:6]2[CH2:10][CH2:9][CH:8]([F:11])[CH2:7]2)[C:3]([NH:21][C:22]2[S:23][CH:24]=[CH:25][N:26]=2)=[O:20])[CH:17]=[CH:16][C:15]=1[Cl:18]. Given the reactants CO[C:3](=[O:20])[CH:4]([C:12]1[CH:17]=[CH:16][C:15]([Cl:18])=[C:14]([Cl:19])[CH:13]=1)[CH2:5][CH:6]1[CH2:10][CH2:9][CH:8]([F:11])[CH2:7]1.[NH2:21][C:22]1[S:23][CH:24]=[CH:25][N:26]=1.C[O-].[Mg+2].C[O-].CO, predict the reaction product. (5) Given the reactants Br[C:2]1[CH:8]=[C:7]([CH3:9])[C:5]([NH2:6])=[C:4]([N+:10]([O-:12])=[O:11])[CH:3]=1.[C:13]1(B(O)O)[CH:18]=[CH:17][CH:16]=[CH:15][CH:14]=1.C(=O)([O-])[O-].[Cs+].[Cs+].O, predict the reaction product. The product is: [NH2:6][C:5]1[C:4]([N+:10]([O-:12])=[O:11])=[CH:3][C:2]([C:13]2[CH:18]=[CH:17][CH:16]=[CH:15][CH:14]=2)=[CH:8][C:7]=1[CH3:9]. (6) Given the reactants [F:1][C:2]1[C:7]([F:8])=[CH:6][CH:5]=[CH:4][C:3]=1[CH2:9][C:10]([OH:12])=[O:11].[N+:13]([O-])([OH:15])=[O:14], predict the reaction product. The product is: [F:1][C:2]1[C:7]([F:8])=[CH:6][C:5]([N+:13]([O-:15])=[O:14])=[CH:4][C:3]=1[CH2:9][C:10]([OH:12])=[O:11]. (7) Given the reactants ClC1C=C(NC2C3C(=CC=C(C4OC(CNCCS(C)(=O)=O)=CC=4)C=3)N=CN=2)C=CC=1[O:8]CC1C=CC=CC=1F.[S:41]([C:45]1[CH:51]=[CH:50][C:48]([CH3:49])=[CH:47][CH:46]=1)([OH:44])(=[O:43])=[O:42].[S:52]([C:56]1[CH:62]=[CH:61][C:59]([CH3:60])=[CH:58][CH:57]=1)([OH:55])(=[O:54])=[O:53].[Cl:63][C:64]1[CH:65]=[C:66]([NH:79][C:80]2[C:89]3[C:84](=[CH:85][CH:86]=[C:87]([C:90]4[O:91][C:92]([CH2:95][NH:96][CH2:97][CH2:98][S:99]([CH3:102])(=[O:101])=[O:100])=[CH:93][CH:94]=4)[CH:88]=3)[N:83]=[CH:82][N:81]=2)[CH:67]=[CH:68][C:69]=1[O:70][CH2:71][C:72]1[CH:77]=[CH:76][CH:75]=[CH:74][C:73]=1[F:78], predict the reaction product. The product is: [S:41]([C:45]1[CH:51]=[CH:50][C:48]([CH3:49])=[CH:47][CH:46]=1)([OH:44])(=[O:43])=[O:42].[S:52]([C:56]1[CH:62]=[CH:61][C:59]([CH3:60])=[CH:58][CH:57]=1)([OH:55])(=[O:54])=[O:53].[OH2:8].[Cl:63][C:64]1[CH:65]=[C:66]([NH:79][C:80]2[C:89]3[C:84](=[CH:85][CH:86]=[C:87]([C:90]4[O:91][C:92]([CH2:95][NH:96][CH2:97][CH2:98][S:99]([CH3:102])(=[O:100])=[O:101])=[CH:93][CH:94]=4)[CH:88]=3)[N:83]=[CH:82][N:81]=2)[CH:67]=[CH:68][C:69]=1[O:70][CH2:71][C:72]1[CH:77]=[CH:76][CH:75]=[CH:74][C:73]=1[F:78].